This data is from Retrosynthesis with 50K atom-mapped reactions and 10 reaction types from USPTO. The task is: Predict the reactants needed to synthesize the given product. Given the product COC(=O)c1ccc(Oc2nccnc2C2CCCN(C(=O)OC(C)(C)C)C2)cc1, predict the reactants needed to synthesize it. The reactants are: COC(=O)c1ccc(Oc2nccnc2C2=CN(C(=O)OC(C)(C)C)CCC2)cc1.